From a dataset of Full USPTO retrosynthesis dataset with 1.9M reactions from patents (1976-2016). Predict the reactants needed to synthesize the given product. (1) Given the product [CH:9]1([N:5]2[CH2:4][CH:3]([CH2:2][OH:1])[O:7][C:6]2=[O:8])[CH2:11][CH2:12][CH2:10]1, predict the reactants needed to synthesize it. The reactants are: [OH:1][CH2:2][CH:3]1[O:7][C:6](=[O:8])[N:5]([CH:9]([CH3:11])[CH3:10])[CH2:4]1.[CH:12]1(N)CCC1.C(N)(C)C. (2) Given the product [Br:27][C:28]1[CH:37]=[CH:36][C:35]([CH2:38][S:26][C:15]2[N:16]([C:17]3[CH:22]=[CH:21][C:20]([F:23])=[C:19]([O:24][CH3:25])[CH:18]=3)[C:12]([C:9]([C:4]3[CH:5]=[CH:6][C:7]([Cl:8])=[C:2]([Cl:1])[CH:3]=3)([CH3:11])[CH3:10])=[CH:13][N:14]=2)=[CH:34][C:29]=1[C:30]([O:32][CH3:33])=[O:31], predict the reactants needed to synthesize it. The reactants are: [Cl:1][C:2]1[CH:3]=[C:4]([C:9]([C:12]2[N:16]([C:17]3[CH:22]=[CH:21][C:20]([F:23])=[C:19]([O:24][CH3:25])[CH:18]=3)[C:15]([SH:26])=[N:14][CH:13]=2)([CH3:11])[CH3:10])[CH:5]=[CH:6][C:7]=1[Cl:8].[Br:27][C:28]1[CH:37]=[CH:36][C:35]([CH2:38]Br)=[CH:34][C:29]=1[C:30]([O:32][CH3:33])=[O:31].C(=O)([O-])[O-].[K+].[K+]. (3) Given the product [C:1]([O-:6])(=[O:5])[C:2]([O-:4])=[O:3].[K+:7].[K+:7].[C:1]([OH:6])(=[O:5])[C:2]([OH:4])=[O:3], predict the reactants needed to synthesize it. The reactants are: [C:1]([O-:6])(=[O:5])[C:2]([O-:4])=[O:3].[K+:7].[K+]. (4) Given the product [Cl:10][C:11]1[CH:16]=[CH:15][C:14]([CH:17]([C:35]2[CH:36]=[CH:37][C:38]([Cl:41])=[CH:39][CH:40]=2)[C:18]2[CH:19]=[C:20]3[C:25](=[CH:26][CH:27]=2)[N:24]=[N:23][CH:22]=[C:21]3[NH:28][CH:29]2[CH2:30][CH2:31][N:32]([CH2:8][CH2:7][C:1]3[CH:6]=[CH:5][CH:4]=[CH:3][CH:2]=3)[CH2:33][CH2:34]2)=[CH:13][CH:12]=1, predict the reactants needed to synthesize it. The reactants are: [C:1]1([CH2:7][CH:8]=O)[CH:6]=[CH:5][CH:4]=[CH:3][CH:2]=1.[Cl:10][C:11]1[CH:16]=[CH:15][C:14]([CH:17]([C:35]2[CH:40]=[CH:39][C:38]([Cl:41])=[CH:37][CH:36]=2)[C:18]2[CH:19]=[C:20]3[C:25](=[CH:26][CH:27]=2)[N:24]=[N:23][CH:22]=[C:21]3[NH:28][CH:29]2[CH2:34][CH2:33][NH:32][CH2:31][CH2:30]2)=[CH:13][CH:12]=1.CC(O)=O.[BH3-]C#N.[Na+]. (5) Given the product [NH:1]1[CH2:6][CH2:5][CH:4]([C@H:7]([OH:9])[CH3:8])[CH2:3][CH2:2]1, predict the reactants needed to synthesize it. The reactants are: [N:1]1[CH:6]=[CH:5][C:4]([C@H:7]([OH:9])[CH3:8])=[CH:3][CH:2]=1.C(O)(=O)C. (6) Given the product [NH2:34][C@@H:33]([C@@H:45]([OH:47])[CH3:46])[C:32]([NH:31][CH2:30][CH2:29][CH2:28][NH:27][C@@H:26]([C@H:25]([CH:3]1[C@@H:2]([OH:1])[C@@H:6]([OH:7])[C@H:5]([N:8]2[CH:13]=[CH:12][C:11](=[O:14])[N:10]([CH2:15][C:16]3[CH:21]=[CH:20][C:19]([O:22][CH3:23])=[CH:18][CH:17]=3)[C:9]2=[O:24])[O:4]1)[OH:56])[C:49]([O:51][C:52]([CH3:53])([CH3:54])[CH3:55])=[O:50])=[O:48], predict the reactants needed to synthesize it. The reactants are: [OH:1][C@H:2]1[C@@H:6]([OH:7])[C@H:5]([N:8]2[CH:13]=[CH:12][C:11](=[O:14])[N:10]([CH2:15][C:16]3[CH:21]=[CH:20][C:19]([O:22][CH3:23])=[CH:18][CH:17]=3)[C:9]2=[O:24])[O:4][CH:3]1[C@H:25]([OH:56])[C@@H:26]([C:49]([O:51][C:52]([CH3:55])([CH3:54])[CH3:53])=[O:50])[NH:27][CH2:28][CH2:29][CH2:30][NH:31][C:32](=[O:48])[C@H:33]([C@@H:45]([OH:47])[CH3:46])[NH:34]C(=O)OCC1C=CC=CC=1. (7) The reactants are: [CH3:1][C:2]1([CH3:24])[CH2:8][CH2:7][CH2:6][N:5]([C:9](=O)[CH2:10][N:11]2[CH2:15][CH2:14][CH2:13][CH2:12]2)[C:4]2[CH:17]=[C:18]([N+:21]([O-:23])=[O:22])[CH:19]=[CH:20][C:3]1=2.Cl. Given the product [CH3:1][C:2]1([CH3:24])[CH2:8][CH2:7][CH2:6][N:5]([CH2:9][CH2:10][N:11]2[CH2:12][CH2:13][CH2:14][CH2:15]2)[C:4]2[CH:17]=[C:18]([N+:21]([O-:23])=[O:22])[CH:19]=[CH:20][C:3]1=2, predict the reactants needed to synthesize it. (8) Given the product [CH3:1][C:2]1[N:3]=[C:4]([C:7]2[C:8]3[CH2:17][CH2:16][CH2:15][CH2:14][CH2:13][C:9]=3[S:10][C:11]=2[NH:12][C:27]([CH:18]2[CH2:23][CH2:22][CH2:21][CH2:20][CH:19]2[C:24]([OH:26])=[O:25])=[O:28])[S:5][CH:6]=1, predict the reactants needed to synthesize it. The reactants are: [CH3:1][C:2]1[N:3]=[C:4]([C:7]2[C:8]3[CH2:17][CH2:16][CH2:15][CH2:14][CH2:13][C:9]=3[S:10][C:11]=2[NH2:12])[S:5][CH:6]=1.[C@@H:18]12[C:27](=[O:28])[O:26][C:24](=[O:25])[C@H:19]1[CH2:20][CH2:21][CH2:22][CH2:23]2.